From a dataset of Full USPTO retrosynthesis dataset with 1.9M reactions from patents (1976-2016). Predict the reactants needed to synthesize the given product. (1) The reactants are: Cl[C:2]1[N:7]=[C:6]([NH:8][C:9]2[CH:13]=[C:12]([CH2:14][CH2:15][C:16]3[CH:21]=[CH:20][CH:19]=[C:18]([O:22][CH2:23][CH:24]4[CH2:26][CH2:25]4)[CH:17]=3)[NH:11][N:10]=2)[CH:5]=[CH:4][N:3]=1.Cl.[NH2:28][CH2:29][C:30]1[O:34][N:33]=[C:32]([C:35]([NH2:37])=[O:36])[CH:31]=1.C(N(C(C)C)C(C)C)C. Given the product [CH:24]1([CH2:23][O:22][C:18]2[CH:17]=[C:16]([CH2:15][CH2:14][C:12]3[NH:11][N:10]=[C:9]([NH:8][C:6]4[CH:5]=[CH:4][N:3]=[C:2]([NH:28][CH2:29][C:30]5[O:34][N:33]=[C:32]([C:35]([NH2:37])=[O:36])[CH:31]=5)[N:7]=4)[CH:13]=3)[CH:21]=[CH:20][CH:19]=2)[CH2:26][CH2:25]1, predict the reactants needed to synthesize it. (2) Given the product [OH:4][C:5]1[CH:6]=[C:7]2[C:12](=[CH:13][CH:14]=1)[N:11]=[C:10]([C:15]1[CH:20]=[CH:19][CH:18]=[C:17]([NH:21][C:22](=[O:29])[C:23]3[CH:28]=[CH:27][CH:26]=[N:25][CH:24]=3)[CH:16]=1)[N:9]=[C:8]2[NH:30][C:31]1[CH:32]=[C:33]2[C:37](=[CH:38][CH:39]=1)[N:36]([C:40]([O:44][C:7]([CH3:12])([CH3:8])[CH3:6])=[O:41])[N:35]=[CH:34]2, predict the reactants needed to synthesize it. The reactants are: C([O:4][C:5]1[CH:6]=[C:7]2[C:12](=[CH:13][CH:14]=1)[N:11]=[C:10]([C:15]1[CH:20]=[CH:19][CH:18]=[C:17]([NH:21][C:22](=[O:29])[C:23]3[CH:28]=[CH:27][CH:26]=[N:25][CH:24]=3)[CH:16]=1)[N:9]=[C:8]2[NH:30][C:31]1[CH:32]=[C:33]2[C:37](=[CH:38][CH:39]=1)[N:36]([C:40]([O-])=[O:41])[N:35]=[CH:34]2)(=O)C.[NH4+].[OH-:44]. (3) Given the product [Cl:18][C:5]1[C:6]([NH:8][C:9]2[CH:14]=[CH:13][C:12]([CH2:15][C:16]#[N:17])=[CH:11][CH:10]=2)=[N:7][C:2]([NH:19][C:20]2[CH:33]=[CH:32][C:23]3[CH2:24][CH2:25][CH2:26][C:27](=[O:31])[N:28]([CH2:29][CH3:30])[C:22]=3[CH:21]=2)=[N:3][CH:4]=1, predict the reactants needed to synthesize it. The reactants are: Cl[C:2]1[N:7]=[C:6]([NH:8][C:9]2[CH:14]=[CH:13][C:12]([CH2:15][C:16]#[N:17])=[CH:11][CH:10]=2)[C:5]([Cl:18])=[CH:4][N:3]=1.[NH2:19][C:20]1[CH:33]=[CH:32][C:23]2[CH2:24][CH2:25][CH2:26][C:27](=[O:31])[N:28]([CH2:29][CH3:30])[C:22]=2[CH:21]=1. (4) The reactants are: [CH3:1][O:2][C:3]1[CH:4]=[C:5]2[C:10](=[C:11]3[CH2:15][C:14]([CH3:17])([CH3:16])[O:13][C:12]=13)[C:9]([C:18]1[CH:19]=[C:20]([CH:23]=[CH:24][CH:25]=1)[C:21]#[N:22])=[N:8][CH2:7][C:6]2([CH3:27])[CH3:26].[OH-:28].[Na+].OO. Given the product [CH3:1][O:2][C:3]1[CH:4]=[C:5]2[C:10](=[C:11]3[CH2:15][C:14]([CH3:17])([CH3:16])[O:13][C:12]=13)[C:9]([C:18]1[CH:19]=[C:20]([CH:23]=[CH:24][CH:25]=1)[C:21]([NH2:22])=[O:28])=[N:8][CH2:7][C:6]2([CH3:27])[CH3:26], predict the reactants needed to synthesize it. (5) Given the product [C:1]([O:5][C:6]([NH:7][CH2:8][C:9]1[CH:10]=[C:11]([C:15]2[CH:20]=[CH:19][CH:18]=[C:17]([CH2:21][NH:22][C:23]3[N:28]=[C:27]([NH:29][CH2:30][CH:31]4[CH2:32][CH2:33][CH:34]([O:37][S:53]([CH3:52])(=[O:55])=[O:54])[CH2:35][CH2:36]4)[C:26]([N+:38]([O-:40])=[O:39])=[CH:25][N:24]=3)[C:16]=2[CH3:41])[CH:12]=[CH:13][CH:14]=1)=[O:42])([CH3:4])([CH3:3])[CH3:2], predict the reactants needed to synthesize it. The reactants are: [C:1]([O:5][C:6](=[O:42])[NH:7][CH2:8][C:9]1[CH:10]=[C:11]([C:15]2[CH:20]=[CH:19][CH:18]=[C:17]([CH2:21][NH:22][C:23]3[N:28]=[C:27]([NH:29][CH2:30][CH:31]4[CH2:36][CH2:35][CH:34]([OH:37])[CH2:33][CH2:32]4)[C:26]([N+:38]([O-:40])=[O:39])=[CH:25][N:24]=3)[C:16]=2[CH3:41])[CH:12]=[CH:13][CH:14]=1)([CH3:4])([CH3:3])[CH3:2].C(N(C(C)C)CC)(C)C.[CH3:52][S:53](Cl)(=[O:55])=[O:54].